This data is from Experimentally validated miRNA-target interactions with 360,000+ pairs, plus equal number of negative samples. The task is: Binary Classification. Given a miRNA mature sequence and a target amino acid sequence, predict their likelihood of interaction. (1) The miRNA is hsa-miR-548ab with sequence AAAAGUAAUUGUGGAUUUUGCU. The protein sequence of the target gene is MGDPGSEIIESVPPAGPEASESTTDENEDDIQFVSEGPSRPVLEYIDLVCGDDENPSAYYSDILFPKMPKRQGDFLHFLNVKKVKTDTENNEVSKNHCRLSKAKEPHFEYIEQPIIEEKPSLSSKKEIDNLVLPDCWNEKQAFMFTEQYKWLEIKEGKLGCKDCSAVRHLGSKAEKHVHVSKEWIAYLVTPNGSNKTTRQASLRKKIREHDVSKAHGKIQDLLKESTNDSICNLVHKQNNKNIDATVKVFNTVYSLVKHNRPLSDIEGARELQEKNGEVNCLNTRYSATRIAEHIAKEMK.... Result: 1 (interaction). (2) The miRNA is hsa-let-7c-5p with sequence UGAGGUAGUAGGUUGUAUGGUU. The protein sequence of the target gene is MEGVLYKWTNYLTGWQPRWFVLDNGILSYYDSQDDVCKGSKGSIKMAVCEIKVHSADNTRMELIIPGEQHFYMKAVNAAERQRWLVALGSSKACLTDTRTKKEKEISETSESLKTKMSELRLYCDLLMQQVHTIQEFVHHDENHSSPSAENMNEASSLLSATCNTFITTLEECVKIANAKFKPEMFQLHHPDPLVSPVSPSPVQMMKRSVSHPGSCSSERSSHSIKEPVSTLHRLSQRRRRTYSDTDSCSDIPLEDPDRPVHCSKNTLNGDLASATIPEESRLMAKKQSESEDTLPSFSS.... Result: 1 (interaction). (3) The miRNA is hsa-miR-5008-3p with sequence CCUGUGCUCCCAGGGCCUCGC. The protein sequence of the target gene is MGDGAVKQGFLYLQQQQTFGKKWRRFGASLYGGSDCALARLELQEGPEKPRRCEAARKVIRLSDCLRVAEAGGEASSPRDTSAFFLETKERLYLLAAPAAERGDWVQAICLLAFPGQRKELSGPEGKQSRPCMEENELYSSAVTVGPHKEFAVTMRPTEASERCHLRGSYTLRAGESALELWGGPEPGTQLYDWPYRFLRRFGRDKVTFSFEAGRRCVSGEGNFEFETRQGNEIFLALEEAISAQKNAAPATPQPQPATIPASLPRPDSPYSRPHDSLPPPSPTTPVPAPRPRGQEGEYA.... Result: 0 (no interaction).